This data is from Reaction yield outcomes from USPTO patents with 853,638 reactions. The task is: Predict the reaction yield, written as a fraction of the theoretical maximum amount of product (1.0 means a 100% yield; for example, 0.34 means a 34% yield). (1) The reactants are [BH4-].[Na+].[F:3][C:4]1[CH:5]=[C:6]([CH:10]=[CH:11][C:12]=1[N+:13]([O-:15])=[O:14])[C:7](O)=[O:8].B(F)(F)F.CCOCC.Cl. The catalyst is C1COCC1. The product is [F:3][C:4]1[CH:5]=[C:6]([CH:10]=[CH:11][C:12]=1[N+:13]([O-:15])=[O:14])[CH2:7][OH:8]. The yield is 0.920. (2) The reactants are [F:1][C:2]([F:25])([C:18]1[CH:23]=[CH:22][C:21]([F:24])=[CH:20][N:19]=1)[C:3]1[N:12]=[C:11](O)[C:10]2[C:5](=[C:6]([C:14]([F:17])([F:16])[F:15])[CH:7]=[CH:8][CH:9]=2)[N:4]=1.P(Br)(Br)(Br)=O.CCN(C(C)C)C(C)C.[CH3:40][C:41]1[NH:45][N:44]=[C:43]([NH2:46])[CH:42]=1. The catalyst is CN(C=O)C.C1(C)C=CC=CC=1. The product is [F:1][C:2]([F:25])([C:18]1[CH:23]=[CH:22][C:21]([F:24])=[CH:20][N:19]=1)[C:3]1[N:12]=[C:11]([NH:46][C:43]2[CH:42]=[C:41]([CH3:40])[NH:45][N:44]=2)[C:10]2[C:5](=[C:6]([C:14]([F:17])([F:16])[F:15])[CH:7]=[CH:8][CH:9]=2)[N:4]=1. The yield is 0.200. (3) The reactants are [Cl:1][C:2]1[CH:7]=[C:6]([CH:8](C(OCC)=O)[C:9]([O:11]CC)=[O:10])[CH:5]=[CH:4][N:3]=1. The catalyst is Cl. The product is [Cl:1][C:2]1[CH:7]=[C:6]([CH2:8][C:9]([OH:11])=[O:10])[CH:5]=[CH:4][N:3]=1. The yield is 0.570. (4) The reactants are Br[C:2]1[CH:16]=[CH:15][C:5]([CH2:6][O:7][C:8]2[CH:13]=[CH:12][CH:11]=[C:10]([CH3:14])[N:9]=2)=[CH:4][CH:3]=1.C([Li])CCC.O.[C:23](OCC)(=[O:25])C. The catalyst is O1CCCC1. The product is [CH3:14][C:10]1[N:9]=[C:8]([O:7][CH2:6][C:5]2[CH:15]=[CH:16][C:2]([CH:23]=[O:25])=[CH:3][CH:4]=2)[CH:13]=[CH:12][CH:11]=1. The yield is 0.700.